This data is from Reaction yield outcomes from USPTO patents with 853,638 reactions. The task is: Predict the reaction yield, written as a fraction of the theoretical maximum amount of product (1.0 means a 100% yield; for example, 0.34 means a 34% yield). (1) The product is [CH2:25]([O:24][C:22]([N:18]1[CH2:19][CH2:20][CH2:21][C@@H:16]([C:13]2[N:9]3[C:10]([C:33]([O:35][CH2:36][CH3:37])=[O:34])=[CH:11][N:12]=[C:7]([Cl:6])[C:8]3=[CH:15][N:14]=2)[CH2:17]1)=[O:23])[C:26]1[CH:27]=[CH:28][CH:29]=[CH:30][CH:31]=1. The reactants are C([Li])CCC.[Cl:6][C:7]1[C:8]2[N:9]([C:13]([C@@H:16]3[CH2:21][CH2:20][CH2:19][N:18]([C:22]([O:24][CH2:25][C:26]4[CH:31]=[CH:30][CH:29]=[CH:28][CH:27]=4)=[O:23])[CH2:17]3)=[N:14][CH:15]=2)[CH:10]=[CH:11][N:12]=1.Cl[C:33]([O:35][CH2:36][CH3:37])=[O:34]. The catalyst is C1COCC1. The yield is 0.270. (2) The reactants are [CH3:1][O:2][CH2:3][C:4](Cl)=[O:5].[NH2:7][C:8]1[CH:9]=[C:10]2[C:15](=[CH:16][CH:17]=1)[N:14]=[CH:13][N:12]=[C:11]2[NH:18][C:19]1[CH:24]=[CH:23][CH:22]=[C:21]([Br:25])[CH:20]=1.C(N(CC)CC)C.C([O-])(O)=O.[Na+]. The catalyst is C1COCC1. The product is [Br:25][C:21]1[CH:20]=[C:19]([NH:18][C:11]2[C:10]3[C:15](=[CH:16][CH:17]=[C:8]([NH:7][C:4](=[O:5])[CH2:3][O:2][CH3:1])[CH:9]=3)[N:14]=[CH:13][N:12]=2)[CH:24]=[CH:23][CH:22]=1. The yield is 0.690.